This data is from Reaction yield outcomes from USPTO patents with 853,638 reactions. The task is: Predict the reaction yield, written as a fraction of the theoretical maximum amount of product (1.0 means a 100% yield; for example, 0.34 means a 34% yield). The reactants are [N:1]1(C(OCC2C=CC=CC=2)=O)[CH2:6][CH2:5][CH:4]([C:7]([O:9][C:10]([CH3:13])([CH3:12])[CH3:11])=[O:8])[CH2:3][CH2:2]1. The catalyst is CCOC(C)=O.[Pd]. The product is [NH:1]1[CH2:6][CH2:5][CH:4]([C:7]([O:9][C:10]([CH3:13])([CH3:12])[CH3:11])=[O:8])[CH2:3][CH2:2]1. The yield is 0.760.